Predict the product of the given reaction. From a dataset of Forward reaction prediction with 1.9M reactions from USPTO patents (1976-2016). (1) Given the reactants O[CH:2]1[CH2:9][CH2:8][C:5]2([CH2:7][CH2:6]2)[CH2:4][CH:3]1[C:10]#[N:11].CCN(C(C)C)C(C)C.CS(Cl)(=O)=O.C1CCN2C(=NCCC2)CC1, predict the reaction product. The product is: [CH2:6]1[C:5]2([CH2:8][CH2:9][CH:2]=[C:3]([C:10]#[N:11])[CH2:4]2)[CH2:7]1. (2) The product is: [CH3:19][S:18]([C:14]1[N:13]=[C:12]([C:11]#[C:10][C:7]2[CH:6]=[CH:5][C:4]([CH2:3][CH:2]([NH:20][C:21](=[O:23])[CH3:22])[CH3:1])=[CH:9][CH:8]=2)[CH:17]=[CH:16][N:15]=1)=[O:29]. Given the reactants [CH3:1][CH:2]([NH:20][C:21](=[O:23])[CH3:22])[CH2:3][C:4]1[CH:9]=[CH:8][C:7]([C:10]#[C:11][C:12]2[CH:17]=[CH:16][N:15]=[C:14]([S:18][CH3:19])[N:13]=2)=[CH:6][CH:5]=1.ClC1C=C(C=CC=1)C(OO)=[O:29].C([O-])(O)=O.[Na+], predict the reaction product. (3) Given the reactants Cl[C:2]1[C:7]([CH2:8][C:9]([O:11][CH2:12][CH3:13])=[O:10])=[CH:6][CH:5]=[CH:4][N:3]=1.[C:14](=[S:16])=[S:15].[H-].[Na+].[CH3:19]I, predict the reaction product. The product is: [CH2:12]([O:11][C:9]([C:8]1[C:7]2[C:2](=[N:3][CH:4]=[CH:5][CH:6]=2)[S:15][C:14]=1[S:16][CH3:19])=[O:10])[CH3:13]. (4) The product is: [F:1][C:2]1[CH:3]=[C:4]([C:9]2[CH:10]=[C:11]([C:16]([O:18][CH3:19])=[O:17])[C:12](=[O:15])[N:13]([CH2:26][CH:27]([CH3:29])[CH3:28])[N:14]=2)[CH:5]=[CH:6][C:7]=1[CH3:8]. Given the reactants [F:1][C:2]1[CH:3]=[C:4]([C:9]2[CH:10]=[C:11]([C:16]([O:18][CH3:19])=[O:17])[C:12](=[O:15])[NH:13][N:14]=2)[CH:5]=[CH:6][C:7]=1[CH3:8].C(=O)([O-])[O-].[K+].[K+].[CH2:26](Br)[CH:27]([CH3:29])[CH3:28].C(=O)([O-])O.[Na+], predict the reaction product. (5) Given the reactants [CH:1](NC(C)C)([CH3:3])[CH3:2].[CH2:8]([Li])[CH2:9][CH2:10][CH3:11].[OH:13][C@H:14]([C@H:22]1[O:27][CH2:26][CH2:25][NH:24][C:23]1=[O:28])[C:15]([O:17][C:18]([CH3:21])([CH3:20])[CH3:19])=[O:16].[Li+].CC([N-]C(C)C)C.[CH3:37]I.[C:39]([O-:42])(O)=O.[Na+], predict the reaction product. The product is: [OH:13][C@H:14]([C@@:22]1([CH3:37])[O:27][CH2:26][CH2:25][N:24]([CH2:11][C:10]2[CH:3]=[CH:1][C:2]([O:42][CH3:39])=[CH:8][CH:9]=2)[C:23]1=[O:28])[C:15]([O:17][C:18]([CH3:21])([CH3:19])[CH3:20])=[O:16]. (6) Given the reactants C[O:2][C:3]1[CH:13]=[CH:12][C:6]2[CH2:7][CH2:8][NH:9][CH2:10][CH2:11][C:5]=2[CH:4]=1.O.C(N(CC)CC)C.[C:22](O[C:22]([O:24][C:25]([CH3:28])([CH3:27])[CH3:26])=[O:23])([O:24][C:25]([CH3:28])([CH3:27])[CH3:26])=[O:23], predict the reaction product. The product is: [C:25]([O:24][C:22]([N:9]1[CH2:10][CH2:11][C:5]2[CH:4]=[C:3]([OH:2])[CH:13]=[CH:12][C:6]=2[CH2:7][CH2:8]1)=[O:23])([CH3:28])([CH3:27])[CH3:26]. (7) Given the reactants Cl[C:2]1[C:3]([O:8][C:9]2[CH:14]=[CH:13][C:12]([NH:15][C:16]3[CH:21]=[CH:20][CH:19]=[CH:18][N:17]=3)=[CH:11][CH:10]=2)=[N:4][CH:5]=[CH:6][N:7]=1.[CH3:22][C:23]1[CH:28]=[C:27](B(O)O)[CH:26]=[CH:25][N:24]=1.C(=O)([O-])[O-].[Cs+].[Cs+], predict the reaction product. The product is: [CH3:22][C:23]1[CH:28]=[C:27]([C:2]2[C:3]([O:8][C:9]3[CH:14]=[CH:13][C:12]([NH:15][C:16]4[CH:21]=[CH:20][CH:19]=[CH:18][N:17]=4)=[CH:11][CH:10]=3)=[N:4][CH:5]=[CH:6][N:7]=2)[CH:26]=[CH:25][N:24]=1. (8) Given the reactants [C:1]([O:5][C:6]([NH:8][C@@H:9]1[CH2:14][CH2:13][CH2:12][N:11]([C:15]2[N:16]=[N:17][C:18]([C:31](=[O:33])[NH2:32])=[C:19]([NH:21][C:22]3[CH:30]=[CH:29][C:25]([C:26](O)=[O:27])=[CH:24][CH:23]=3)[N:20]=2)[CH2:10]1)=[O:7])([CH3:4])([CH3:3])[CH3:2].[NH:34]1[CH2:39][CH2:38][O:37][CH2:36][CH2:35]1.CCN(C(C)C)C(C)C.C1CN([P+](ON2N=NC3C=CC=CC2=3)(N2CCCC2)N2CCCC2)CC1.F[P-](F)(F)(F)(F)F, predict the reaction product. The product is: [C:31]([C:18]1[N:17]=[N:16][C:15]([N:11]2[CH2:12][CH2:13][CH2:14][C@@H:9]([NH:8][C:6](=[O:7])[O:5][C:1]([CH3:3])([CH3:2])[CH3:4])[CH2:10]2)=[N:20][C:19]=1[NH:21][C:22]1[CH:23]=[CH:24][C:25]([C:26]([N:34]2[CH2:39][CH2:38][O:37][CH2:36][CH2:35]2)=[O:27])=[CH:29][CH:30]=1)(=[O:33])[NH2:32]. (9) The product is: [Cl:14][C:7]1[NH:6][C:5]2[CH:10]=[CH:11][C:2]([Cl:1])=[CH:3][C:4]=2[N:8]=1. Given the reactants [Cl:1][C:2]1[CH:11]=[CH:10][C:5]2[NH:6][C:7](=O)[NH:8][C:4]=2[CH:3]=1.P(Cl)(Cl)([Cl:14])=O, predict the reaction product.